Task: Predict the reactants needed to synthesize the given product.. Dataset: Full USPTO retrosynthesis dataset with 1.9M reactions from patents (1976-2016) Given the product [OH:7][C:6]1[N:8]=[C:1]([C:75]([N:69]2[CH2:68][CH2:67][CH:66]([NH:65][C:59]3[CH:58]=[C:57]([N:40]4[C:41]5=[N:42][CH:43]=[CH:44][C:45]([C:47]6[CH:48]=[N:49][C:50]7[C:55]([CH:56]=6)=[CH:54][CH:53]=[CH:52][CH:51]=7)=[C:46]5[C:38]([CH:35]([CH3:37])[CH3:36])=[N:39]4)[CH:64]=[CH:63][C:60]=3[C:61]#[N:62])[CH2:71][CH2:70]2)=[O:76])[CH:2]=[C:3]([OH:4])[N:5]=1, predict the reactants needed to synthesize it. The reactants are: [CH:1]1[NH:8][C:6](=[O:7])[NH:5][C:3](=[O:4])[C:2]=1C(O)=O.Cl.C(N=C=NCCCN(C)C)C.O.ON1C2C=CC=CC=2N=N1.[CH:35]([C:38]1[C:46]2[C:41](=[N:42][CH:43]=[CH:44][C:45]=2[C:47]2[CH:48]=[N:49][C:50]3[C:55]([CH:56]=2)=[CH:54][CH:53]=[CH:52][CH:51]=3)[N:40]([C:57]2[CH:64]=[CH:63][C:60]([C:61]#[N:62])=[C:59]([NH:65][CH:66]3[CH2:71][CH2:70][NH:69][CH2:68][CH2:67]3)[CH:58]=2)[N:39]=1)([CH3:37])[CH3:36].CN([CH:75]=[O:76])C.